The task is: Regression. Given a peptide amino acid sequence and an MHC pseudo amino acid sequence, predict their binding affinity value. This is MHC class II binding data.. This data is from Peptide-MHC class II binding affinity with 134,281 pairs from IEDB. (1) The peptide sequence is ELQVIEKVDAAFKVA. The MHC is DRB1_1501 with pseudo-sequence DRB1_1501. The binding affinity (normalized) is 0.522. (2) The peptide sequence is NRNNTFKPFAEYKSDYVYQPFPK. The MHC is HLA-DQA10101-DQB10501 with pseudo-sequence HLA-DQA10101-DQB10501. The binding affinity (normalized) is 0.292. (3) The binding affinity (normalized) is 0.916. The peptide sequence is AFKSAATAANAAPAN. The MHC is DRB1_1001 with pseudo-sequence DRB1_1001. (4) The peptide sequence is SELQIVDKIDAAFKI. The MHC is DRB1_0401 with pseudo-sequence DRB1_0401. The binding affinity (normalized) is 0.588. (5) The peptide sequence is APYVAWMRATAIQAE. The binding affinity (normalized) is 0.401. The MHC is HLA-DPA10103-DPB10301 with pseudo-sequence HLA-DPA10103-DPB10301.